From a dataset of Forward reaction prediction with 1.9M reactions from USPTO patents (1976-2016). Predict the product of the given reaction. (1) Given the reactants Br[C:2]1[CH:7]=[CH:6][CH:5]=[C:4]([N+:8]([O-:10])=[O:9])[C:3]=1[F:11].[CH3:12][O:13][C:14](=[O:19])[CH2:15][CH2:16][C:17]#[CH:18].C1(P(C2C=CC=CC=2)C2C=CC=CC=2)C=CC=CC=1, predict the reaction product. The product is: [CH3:12][O:13][C:14](=[O:19])[CH2:15][CH2:16][C:17]#[C:18][C:2]1[CH:7]=[CH:6][CH:5]=[C:4]([N+:8]([O-:10])=[O:9])[C:3]=1[F:11]. (2) Given the reactants [CH3:1][O:2][C:3]1[CH:8]=[CH:7][CH:6]=[C:5]([CH3:9])[C:4]=1[NH2:10].[Br:11]Br, predict the reaction product. The product is: [Br:11][C:7]1[CH:6]=[C:5]([CH3:9])[C:4]([NH2:10])=[C:3]([O:2][CH3:1])[CH:8]=1.